This data is from Full USPTO retrosynthesis dataset with 1.9M reactions from patents (1976-2016). The task is: Predict the reactants needed to synthesize the given product. Given the product [C:1]1([CH2:7][CH2:8][CH2:9][CH2:10][CH2:11][C:12]([NH:14][S:15]([C:18]2[CH:23]=[CH:22][CH:21]=[C:20]([C:24]3[CH:33]=[CH:32][C:31]4[CH2:30][CH2:29][CH2:28][C:27](=[N:45][NH:44][C:36]5[S:35][C:39]6[CH:40]=[CH:41][CH:42]=[CH:43][C:38]=6[N:37]=5)[C:26]=4[CH:25]=3)[N:19]=2)(=[O:17])=[O:16])=[O:13])[CH:2]=[CH:3][CH:4]=[CH:5][CH:6]=1, predict the reactants needed to synthesize it. The reactants are: [C:1]1([CH2:7][CH2:8][CH2:9][CH2:10][CH2:11][C:12]([NH:14][S:15]([C:18]2[CH:23]=[CH:22][CH:21]=[C:20]([C:24]3[CH:33]=[CH:32][C:31]4[CH2:30][CH2:29][CH2:28][C:27](=O)[C:26]=4[CH:25]=3)[N:19]=2)(=[O:17])=[O:16])=[O:13])[CH:6]=[CH:5][CH:4]=[CH:3][CH:2]=1.[S:35]1[C:39]2[CH:40]=[CH:41][CH:42]=[CH:43][C:38]=2[N:37]=[C:36]1[NH:44][NH2:45].O.